Dataset: Catalyst prediction with 721,799 reactions and 888 catalyst types from USPTO. Task: Predict which catalyst facilitates the given reaction. (1) The catalyst class is: 1. Reactant: [H-].[Al+3].[Li+].[H-].[H-].[H-].[C:7]([O:11][C:12]([N:14]1[CH2:19][CH2:18][CH:17]([N:20]([C:31]2[CH:39]=[CH:38][C:34]3[S:35][CH:36]=[CH:37][C:33]=3[CH:32]=2)[CH2:21][C:22]2[CH:27]=[CH:26][CH:25]=[C:24]([C:28](O)=[O:29])[CH:23]=2)[CH2:16][CH2:15]1)=[O:13])([CH3:10])([CH3:9])[CH3:8]. Product: [C:7]([O:11][C:12]([N:14]1[CH2:19][CH2:18][CH:17]([N:20]([C:31]2[CH:39]=[CH:38][C:34]3[S:35][CH:36]=[CH:37][C:33]=3[CH:32]=2)[CH2:21][C:22]2[CH:27]=[CH:26][CH:25]=[C:24]([CH2:28][OH:29])[CH:23]=2)[CH2:16][CH2:15]1)=[O:13])([CH3:10])([CH3:8])[CH3:9]. (2) Product: [S:12]([N:9]1[C:6]2=[N:7][CH:8]=[C:3]([NH:1][NH:2][C:35]([C@@H:32]3[CH2:33][CH2:34][C@H:30]([NH:29][C:27](=[O:28])[O:26][C:22]([CH3:24])([CH3:23])[CH3:25])[CH2:31]3)=[O:36])[N:4]=[C:5]2[CH:11]=[CH:10]1)([C:15]1[CH:21]=[CH:20][C:18]([CH3:19])=[CH:17][CH:16]=1)(=[O:13])=[O:14]. The catalyst class is: 2. Reactant: [NH:1]([C:3]1[N:4]=[C:5]2[CH:11]=[CH:10][N:9]([S:12]([C:15]3[CH:21]=[CH:20][C:18]([CH3:19])=[CH:17][CH:16]=3)(=[O:14])=[O:13])[C:6]2=[N:7][CH:8]=1)[NH2:2].[C:22]([O:26][C:27]([NH:29][C@H:30]1[CH2:34][CH2:33][C@@H:32]([C:35](O)=[O:36])[CH2:31]1)=[O:28])([CH3:25])([CH3:24])[CH3:23].CCN=C=NCCCN(C)C.Cl.O. (3) Reactant: C(N(CC)CC)C.C1(C)C=CC(S(O)(=O)=O)=CC=1.[CH2:19]([O:26][C:27]([C@@H:29]1[CH2:37][C@H:36]2[C@H:31]([CH2:32][CH2:33][CH2:34][CH2:35]2)[NH:30]1)=[O:28])[C:20]1[CH:25]=[CH:24][CH:23]=[CH:22][CH:21]=1.ON1C2C=CC=CC=2N=N1.[C:48]([C@@H:53]([NH:57][C@H:58]([C:60](O)=[O:61])[CH3:59])[CH2:54][CH2:55][CH3:56])([O:50][CH2:51][CH3:52])=[O:49].C1(N=C=NC2CCCCC2)CCCCC1.C1(NC(=O)NC2CCCCC2)CCCCC1. Product: [CH3:56][CH2:55][CH2:54][C@H:53]([NH:57][C@H:58]([C:60]([N:30]1[C@@H:29]([C:27]([O:26][CH2:19][C:20]2[CH:21]=[CH:22][CH:23]=[CH:24][CH:25]=2)=[O:28])[CH2:37][C@H:36]2[C@@H:31]1[CH2:32][CH2:33][CH2:34][CH2:35]2)=[O:61])[CH3:59])[C:48]([O:50][CH2:51][CH3:52])=[O:49]. The catalyst class is: 13. (4) Reactant: [Cl:1][C:2]1[CH:3]=[C:4]([C:8]2[S:29][C:11]3[N:12]([CH3:28])[C:13](=[O:27])[N:14]([CH2:17][CH2:18][CH2:19]OC4CCCCO4)[C:15](=[O:16])[C:10]=3[C:9]=2[CH:30]([C:32]2[CH:37]=[CH:36][C:35]([Cl:38])=[CH:34][CH:33]=2)O)[CH:5]=[CH:6][CH:7]=1.C([SiH](CC)CC)C.[C:46]([OH:52])([C:48]([F:51])([F:50])[F:49])=[O:47]. Product: [F:49][C:48]([F:51])([F:50])[C:46]([O:52][CH2:19][CH2:18][CH2:17][N:14]1[C:15](=[O:16])[C:10]2[C:9]([CH2:30][C:32]3[CH:33]=[CH:34][C:35]([Cl:38])=[CH:36][CH:37]=3)=[C:8]([C:4]3[CH:5]=[CH:6][CH:7]=[C:2]([Cl:1])[CH:3]=3)[S:29][C:11]=2[N:12]([CH3:28])[C:13]1=[O:27])=[O:47]. The catalyst class is: 34. (5) Reactant: [C:1](=[O:4])([O-])[O-:2].[K+].[K+].[CH3:7][NH:8][C:9]([C:11]1[C:15]2[CH:16]=[C:17]([O:26][CH2:27][CH3:28])[C:18]([N:20]([S:22]([CH3:25])(=[O:24])=[O:23])[CH3:21])=[CH:19][C:14]=2[O:13][C:12]=1[C:29]1[CH:34]=[CH:33][C:32]([F:35])=[CH:31][CH:30]=1)=[O:10]. Product: [F:35][C:32]1[CH:33]=[CH:34][C:29]([C:12]2[O:13][C:14]3[CH:19]=[C:18]([N:20]([S:22]([CH3:25])(=[O:24])=[O:23])[CH3:21])[C:17]([O:26][CH2:27][C:28]4[CH:14]=[CH:15][C:11]([C:1]([OH:2])=[O:4])=[C:12]([OH:13])[CH:29]=4)=[CH:16][C:15]=3[C:11]=2[C:9](=[O:10])[NH:8][CH3:7])=[CH:30][CH:31]=1. The catalyst class is: 10. (6) Reactant: [F:1][C:2]1[C:3]([N:10]2[CH2:15][CH2:14][CH:13]([C:16]([F:19])([F:18])[F:17])[CH2:12][CH2:11]2)=[CH:4][C:5]([C:8]#[N:9])=[N:6][CH:7]=1.Cl. Product: [F:1][C:2]1[C:3]([N:10]2[CH2:11][CH2:12][CH:13]([C:16]([F:19])([F:17])[F:18])[CH2:14][CH2:15]2)=[CH:4][C:5]([CH2:8][NH2:9])=[N:6][CH:7]=1. The catalyst class is: 19.